Dataset: Reaction yield outcomes from USPTO patents with 853,638 reactions. Task: Predict the reaction yield, written as a fraction of the theoretical maximum amount of product (1.0 means a 100% yield; for example, 0.34 means a 34% yield). (1) The reactants are F[C:2]1[CH:7]=[CH:6][CH:5]=[CH:4][C:3]=1[N+:8]([O-:10])=[O:9].[OH:11][C:12]1[CH:13]=[C:14]([CH:17]=[CH:18][CH:19]=1)[C:15]#[N:16].C([O-])([O-])=O.[K+].[K+]. The catalyst is CN(C=O)C.CCOC(C)=O. The product is [N+:8]([C:3]1[CH:4]=[CH:5][CH:6]=[CH:7][C:2]=1[O:11][C:12]1[CH:13]=[C:14]([CH:17]=[CH:18][CH:19]=1)[C:15]#[N:16])([O-:10])=[O:9]. The yield is 0.990. (2) The reactants are [C:1]1(C(O)=O)[C:6]2[CH2:7][CH2:8][CH2:9][C:5]=2[CH:4]=[CH:3][N:2]=1.C1(P(N=[N+]=[N-])(C2C=CC=CC=2)=O)C=CC=CC=1.C([N:32]([CH2:35]C)CC)C.CC[O:39]C(C)=O.[CH3:43][C:44]([OH:47])([CH3:46])[CH3:45]. No catalyst specified. The product is [C:1]1([NH:32][C:35](=[O:39])[O:47][C:44]([CH3:46])([CH3:45])[CH3:43])[C:6]2[CH2:7][CH2:8][CH2:9][C:5]=2[CH:4]=[CH:3][N:2]=1. The yield is 0.400.